Predict the product of the given reaction. From a dataset of Forward reaction prediction with 1.9M reactions from USPTO patents (1976-2016). Given the reactants [NH2:1][C:2]1[CH:31]=[CH:30][C:5]([CH2:6][C:7]2[NH:15][C:14]3[C:13](=[O:16])[N:12]([CH2:17][C:18]4[CH:23]=[CH:22][CH:21]=[CH:20][C:19]=4[F:24])[C:11](=[O:25])[N:10]([CH2:26][CH2:27][CH2:28][CH3:29])[C:9]=3[N:8]=2)=[CH:4][CH:3]=1.[F:32][C:33]([F:46])([F:45])[O:34][C:35]1[CH:40]=[CH:39][C:38]([S:41](Cl)(=[O:43])=[O:42])=[CH:37][CH:36]=1, predict the reaction product. The product is: [CH2:26]([N:10]1[C:9]2[N:8]=[C:7]([CH2:6][C:5]3[CH:4]=[CH:3][C:2]([NH:1][S:41]([C:38]4[CH:37]=[CH:36][C:35]([O:34][C:33]([F:32])([F:45])[F:46])=[CH:40][CH:39]=4)(=[O:43])=[O:42])=[CH:31][CH:30]=3)[NH:15][C:14]=2[C:13](=[O:16])[N:12]([CH2:17][C:18]2[CH:23]=[CH:22][CH:21]=[CH:20][C:19]=2[F:24])[C:11]1=[O:25])[CH2:27][CH2:28][CH3:29].